From a dataset of Reaction yield outcomes from USPTO patents with 853,638 reactions. Predict the reaction yield, written as a fraction of the theoretical maximum amount of product (1.0 means a 100% yield; for example, 0.34 means a 34% yield). (1) The reactants are Br[C:2]1[N:11]=[C:5]2[CH:6]=[C:7]([Br:10])[CH:8]=[CH:9][N:4]2[N:3]=1.Cl.[F:13][CH2:14][CH2:15][NH:16][CH3:17].C(N(C(C)C)CC)(C)C. The catalyst is C(O)C. The product is [Br:10][C:7]1[CH:8]=[CH:9][N:4]2[N:3]=[C:2]([N:16]([CH2:15][CH2:14][F:13])[CH3:17])[N:11]=[C:5]2[CH:6]=1. The yield is 0.345. (2) The reactants are Br[C:2]1[CH:7]=[CH:6][C:5]([S:8]([NH:11][CH3:12])(=[O:10])=[O:9])=[CH:4][CH:3]=1.[NH2:13][C:14]1[CH:15]=[C:16](B(O)O)[CH:17]=[CH:18][CH:19]=1.C(=O)([O-])[O-].[K+].[K+].O. The catalyst is CN(C=O)C.C1C=CC([P]([Pd]([P](C2C=CC=CC=2)(C2C=CC=CC=2)C2C=CC=CC=2)([P](C2C=CC=CC=2)(C2C=CC=CC=2)C2C=CC=CC=2)[P](C2C=CC=CC=2)(C2C=CC=CC=2)C2C=CC=CC=2)(C2C=CC=CC=2)C2C=CC=CC=2)=CC=1. The product is [NH2:13][C:14]1[CH:19]=[C:18]([C:2]2[CH:7]=[CH:6][C:5]([S:8]([NH:11][CH3:12])(=[O:10])=[O:9])=[CH:4][CH:3]=2)[CH:17]=[CH:16][CH:15]=1. The yield is 0.500. (3) No catalyst specified. The product is [F:1][C:2]([F:7])([F:6])[C:3]([OH:5])=[O:4].[F:8][C:9]([F:14])([F:13])[C:10]([OH:12])=[O:11].[Cl:22][C:23]1[CH:24]=[N:25][C:26]2[NH:27][C:28]3[CH:29]=[N:30][CH:31]=[C:32]([CH:53]=3)[CH2:33][CH2:34][C:35]3[CH:43]=[C:39]([NH:40][C:41]=1[N:42]=2)[CH:38]=[CH:37][C:36]=3[NH:44][C:45](=[O:52])[CH2:46][C@@H:47]1[CH2:51][CH2:50][N:49]([C:55]([NH:54][C:57]2[CH:64]=[CH:63][C:60]([C:61]#[N:62])=[CH:59][CH:58]=2)=[O:56])[CH2:48]1. The reactants are [F:1][C:2]([F:7])([F:6])[C:3]([OH:5])=[O:4].[F:8][C:9]([F:14])([F:13])[C:10]([OH:12])=[O:11].FC(F)(F)C(O)=O.[Cl:22][C:23]1[CH:24]=[N:25][C:26]2[NH:27][C:28]3[CH:29]=[N:30][CH:31]=[C:32]([CH:53]=3)[CH2:33][CH2:34][C:35]3[CH:43]=[C:39]([NH:40][C:41]=1[N:42]=2)[CH:38]=[CH:37][C:36]=3[NH:44][C:45](=[O:52])[CH2:46][C@@H:47]1[CH2:51][CH2:50][NH:49][CH2:48]1.[N:54]([C:57]1[CH:64]=[CH:63][C:60]([C:61]#[N:62])=[CH:59][CH:58]=1)=[C:55]=[O:56]. The yield is 0.600. (4) The reactants are [CH2:1]1[CH:5]2[CH2:6][CH:7]([NH2:8])[CH:3]([CH2:4]2)[CH2:2]1.[OH-].[Na+].Cl[CH2:12][CH:13]([OH:19])[CH2:14][S:15]([OH:18])(=[O:17])=[O:16].[Na]. The catalyst is O1CCOCC1.O. The product is [CH:3]12[CH2:4][CH:5]([CH2:1][CH2:2]1)[CH2:6][CH:7]2[NH:8][CH2:12][CH:13]([OH:19])[CH2:14][S:15]([OH:18])(=[O:17])=[O:16]. The yield is 0.170. (5) The reactants are FC1C=C(C=C(F)C=1)C[C@H]1[C@@H:10]([C@H:11]2[CH2:15][C@@H:14]([O:16]CC=C)[CH2:13][NH:12]2)[O:9]C(=O)N1.N[C@@H]([CH2:48][C:49]1[CH:54]=C(F)C=C(F)[CH:50]=1)[C@@H]([C@H]1CCCCN1[CH:48](C1C=CC=CC=1)[C:49]1[CH:54]=CC=C[CH:50]=1)O.[F:57][C:58]1[CH:59]=[C:60]([CH:87]=[C:88]([F:90])[CH:89]=1)[CH2:61][C@H:62]1[C@@H:66]([C@H:67]2[CH2:72][CH2:71][CH2:70][CH2:69][N:68]2[CH:73]([C:80]2[CH:85]=[CH:84][CH:83]=[CH:82][CH:81]=2)[C:74]2[CH:79]=[CH:78][CH:77]=[CH:76][CH:75]=2)[O:65][C:64](=[O:86])[NH:63]1.[Li+].[OH-:92].Cl. The catalyst is CCO.O. The product is [C:49]([O:65][C:64]([N:12]1[CH2:13][C@H:14]([OH:16])[CH2:15][C@@H:11]1[C:10]([OH:9])=[O:92])=[O:86])([CH3:48])([CH3:50])[CH3:54].[NH2:63][C@@H:62]([CH2:61][C:60]1[CH:87]=[C:88]([F:90])[CH:89]=[C:58]([F:57])[CH:59]=1)[C@@H:66]([C@H:67]1[CH2:72][CH2:71][CH2:70][CH2:69][N:68]1[CH:73]([C:80]1[CH:81]=[CH:82][CH:83]=[CH:84][CH:85]=1)[C:74]1[CH:79]=[CH:78][CH:77]=[CH:76][CH:75]=1)[OH:65]. The yield is 0.970. (6) The catalyst is ClCCl. The yield is 0.870. The product is [C:7]1([C:4]2[CH:3]=[CH:2][CH:1]=[CH:6][CH:5]=2)[CH:8]=[CH:9][CH:10]=[CH:11][C:12]=1[N:13]1[C:30](=[O:31])[CH2:29][C:28](=[O:33])[N:25]([CH2:24][C:23]2[CH:22]=[CH:21][C:20]([C:16]([CH3:19])([CH3:17])[CH3:18])=[CH:27][CH:26]=2)[C:14]1=[O:15]. The reactants are [CH:1]1[CH:6]=[CH:5][C:4]([C:7]2[C:12]([N:13]=[C:14]=[O:15])=[CH:11][CH:10]=[CH:9][CH:8]=2)=[CH:3][CH:2]=1.[C:16]([C:20]1[CH:27]=[CH:26][C:23]([CH2:24][NH2:25])=[CH:22][CH:21]=1)([CH3:19])([CH3:18])[CH3:17].[C:28](Cl)(=[O:33])[CH2:29][C:30](Cl)=[O:31]. (7) The product is [CH2:1]([C:4]1([C:18]2[CH:23]=[CH:22][CH:21]=[CH:20][CH:19]=2)[O:9][C:8](=[O:10])[N:7]([C:11]2[CH:12]=[C:13]([C:28]3[CH:27]=[CH:26][C:25]([F:24])=[CH:30][C:29]=3[F:31])[CH:14]=[CH:15][CH:16]=2)[CH2:6][CH2:5]1)[CH:2]=[CH2:3]. The catalyst is O1CCOCC1. The reactants are [CH2:1]([C:4]1([C:18]2[CH:23]=[CH:22][CH:21]=[CH:20][CH:19]=2)[O:9][C:8](=[O:10])[N:7]([C:11]2[CH:16]=[CH:15][CH:14]=[C:13](Br)[CH:12]=2)[CH2:6][CH2:5]1)[CH:2]=[CH2:3].[F:24][C:25]1[CH:30]=[C:29]([F:31])[CH:28]=[CH:27][C:26]=1B(O)O.C([O-])([O-])=O.[K+].[K+]. The yield is 0.180. (8) The catalyst is O1CCOCC1. The reactants are [C:1]1([NH2:8])[CH:6]=[CH:5][CH:4]=[CH:3][C:2]=1[NH2:7].[OH-].[Na+].[C:11]([O:15][C:16](OC([O-])=O)=[O:17])([CH3:14])([CH3:13])[CH3:12]. The product is [C:11]([O:15][C:16]([NH:7][C:2]1[CH:3]=[CH:4][CH:5]=[CH:6][C:1]=1[NH2:8])=[O:17])([CH3:14])([CH3:13])[CH3:12]. The yield is 0.328.